From a dataset of Reaction yield outcomes from USPTO patents with 853,638 reactions. Predict the reaction yield, written as a fraction of the theoretical maximum amount of product (1.0 means a 100% yield; for example, 0.34 means a 34% yield). (1) The reactants are [CH3:1][CH:2]1[CH2:5][O:4][CH:3]1CO.[CH3:8][CH:9]([CH3:15])[CH2:10][C:11]([O:13][CH3:14])=[O:12].C[O-].[Na+].C(O)(=O)C.[Cl-].[Na+]. No catalyst specified. The product is [CH3:8][CH:9]([CH3:15])[CH2:10][C:11]([O:13][CH2:14][C:2]1([CH3:1])[CH2:3][O:4][CH2:5]1)=[O:12]. The yield is 0.900. (2) No catalyst specified. The reactants are [CH2:1]=CCCCCCC.[CH3:9][C:10]([C:12]1[CH:17]=[CH:16][CH:15]=[CH:14][CH:13]=1)=[CH2:11]. The product is [CH3:16][CH2:17][C:12]([CH3:1])([CH3:13])[CH3:10].[CH:10]([C:12]1[CH:17]=[CH:16][CH:15]=[CH:14][CH:13]=1)([CH3:11])[CH3:9]. The yield is 0.970. (3) The reactants are [CH3:1]I.[SH:3][C:4]1[CH:5]=[C:6]([CH:10]=[CH:11][CH:12]=1)C(O)=O.[C:13](=[O:16])([O-])[O-].[K+].[K+].CN([CH:22]=[O:23])C. The catalyst is C(OCC)(=O)C. The product is [CH3:13][O:16][C:22](=[O:23])[C:6]1[CH:10]=[CH:11][CH:12]=[C:4]([S:3][CH3:1])[CH:5]=1. The yield is 0.960. (4) The reactants are [F:1][C:2]1[C:3]([C:14](Cl)=[N:15][OH:16])=[CH:4][C:5]2[C:9]([CH3:11])([CH3:10])[O:8][B:7]([OH:12])[C:6]=2[CH:13]=1.[Cl:18][C:19]1[CH:24]=[C:23]([C:25]([C:27]([F:30])([F:29])[F:28])=[CH2:26])[CH:22]=[C:21]([Cl:31])[CH:20]=1. The catalyst is CN(C=O)C. The product is [Cl:18][C:19]1[CH:24]=[C:23]([C:25]2([C:27]([F:30])([F:28])[F:29])[O:16][N:15]=[C:14]([C:3]3[C:2]([F:1])=[CH:13][C:6]4[B:7]([OH:12])[O:8][C:9]([CH3:11])([CH3:10])[C:5]=4[CH:4]=3)[CH2:26]2)[CH:22]=[C:21]([Cl:31])[CH:20]=1. The yield is 0.290. (5) The reactants are Cl[C:2]1[O:3][C:4]([C:7]2[CH:8]=[C:9]3[C:14](=[CH:15][CH:16]=2)[CH:13]=[N:12][CH:11]=[CH:10]3)=[CH:5][N:6]=1.[NH2:17][C:18]1[CH:19]=[C:20]([NH:24][S:25]([CH3:28])(=[O:27])=[O:26])[CH:21]=[CH:22][CH:23]=1. The catalyst is CC(O)C. The product is [CH:13]1[C:14]2[C:9](=[CH:8][C:7]([C:4]3[O:3][C:2]([NH:17][C:18]4[CH:19]=[C:20]([NH:24][S:25]([CH3:28])(=[O:27])=[O:26])[CH:21]=[CH:22][CH:23]=4)=[N:6][CH:5]=3)=[CH:16][CH:15]=2)[CH:10]=[CH:11][N:12]=1. The yield is 0.380. (6) The reactants are [CH3:1][N:2]1[CH:6]=[C:5]([C:7]([OH:9])=O)[N:4]=[CH:3]1.CN(C(ON1N=NC2C=CC=CC1=2)=[N+](C)C)C.F[P-](F)(F)(F)(F)F.CCN(C(C)C)C(C)C.[CH3:43][O:44][C:45]1[N:50]=[CH:49][C:48]([N:51]2[CH2:56][CH2:55][O:54][C:53]3[CH:57]=[N:58][C:59]([O:61][C@H:62]4[CH2:66][CH2:65][NH:64][CH2:63]4)=[CH:60][C:52]2=3)=[CH:47][C:46]=1[CH3:67]. The catalyst is CN(C=O)C.O. The product is [CH3:43][O:44][C:45]1[N:50]=[CH:49][C:48]([N:51]2[CH2:56][CH2:55][O:54][C:53]3[CH:57]=[N:58][C:59]([O:61][C@H:62]4[CH2:66][CH2:65][N:64]([C:7]([C:5]5[N:4]=[CH:3][N:2]([CH3:1])[CH:6]=5)=[O:9])[CH2:63]4)=[CH:60][C:52]2=3)=[CH:47][C:46]=1[CH3:67]. The yield is 0.490.